From a dataset of Full USPTO retrosynthesis dataset with 1.9M reactions from patents (1976-2016). Predict the reactants needed to synthesize the given product. Given the product [C:1]([C:5]1[CH:10]=[CH:9][C:8]([S:11]([NH:15][C:16]2[CH:21]=[CH:20][C:19]([Cl:22])=[CH:18][C:17]=2[C:23]([C:25]2[C:33]3[C:28](=[CH:29][CH:30]=[CH:31][CH:32]=3)[N:27]([CH3:34])[N:26]=2)=[O:24])(=[O:13])=[O:12])=[CH:7][CH:6]=1)([CH3:4])([CH3:3])[CH3:2], predict the reactants needed to synthesize it. The reactants are: [C:1]([C:5]1[CH:10]=[CH:9][C:8]([S:11](Cl)(=[O:13])=[O:12])=[CH:7][CH:6]=1)([CH3:4])([CH3:3])[CH3:2].[NH2:15][C:16]1[CH:21]=[CH:20][C:19]([Cl:22])=[CH:18][C:17]=1[C:23]([C:25]1[C:33]2[C:28](=[CH:29][CH:30]=[CH:31][CH:32]=2)[N:27]([CH3:34])[N:26]=1)=[O:24].